The task is: Binary Classification. Given a drug SMILES string, predict its activity (active/inactive) in a high-throughput screening assay against a specified biological target.. This data is from HIV replication inhibition screening data with 41,000+ compounds from the AIDS Antiviral Screen. (1) The molecule is O=C(Oc1ccccc1)C(c1ccccc1)c1ccccc1. The result is 0 (inactive). (2) The drug is Cc1nc2[nH]ncn2c(=O)c1CCCl. The result is 0 (inactive). (3) The compound is CC1=[O+][Cu-3]23[O+]=C(C)CC(C)=[N+]2C(C)C[N+]3=C(C)C1. The result is 0 (inactive). (4) The molecule is COC(=O)c1cc(C(=O)OC)c(CC(=O)C(=O)Nc2c(C(C)C)cccc2C(C)C)nc1CC(=O)C(=O)Nc1c(C(C)C)cccc1C(C)C. The result is 0 (inactive). (5) The compound is Cc1cn(C2CC(O[Si](C)(C)C(C)(C)C)C(C=[N+]([O-])C(C)(C)C)O2)c(=O)[nH]c1=O. The result is 0 (inactive). (6) The compound is C[n+]1c(COc2ccc(C=NNC(=O)c3ccc(C(=O)NN=Cc4ccc(OCc5cn6ccccc6[n+]5C)cc4)cc3)cc2)cn2ccccc21.Cc1ccc(S(=O)(=O)O)cc1. The result is 1 (active). (7) The molecule is O=C(COc1ccc2c(=O)cc(-c3ccc(Cl)cc3)oc2c1)N1CCN(c2ccccc2)CC1. The result is 0 (inactive). (8) The drug is COc1ccc2nc3cc(Cl)ccc3c(NCCCNCCCNc3c4ccc(Cl)cc4nc4ccc(OC)cc34)c2c1. The result is 0 (inactive). (9) The molecule is O=C1C(=Cc2ccc([N+](=O)[O-])o2)C(=O)N(CCc2ccccc2)S(=O)(=O)N1CCc1ccccc1. The result is 0 (inactive). (10) The compound is COC(O)C(=O)c1ccc2c(c1)CC1(C2)Cc2cc3c(cc2C1=O)CCC3. The result is 0 (inactive).